From a dataset of Peptide-MHC class I binding affinity with 185,985 pairs from IEDB/IMGT. Regression. Given a peptide amino acid sequence and an MHC pseudo amino acid sequence, predict their binding affinity value. This is MHC class I binding data. (1) The peptide sequence is MHCDFAFWV. The MHC is HLA-A02:01 with pseudo-sequence HLA-A02:01. The binding affinity (normalized) is 0.0847. (2) The peptide sequence is KRMMVRHCL. The MHC is HLA-A26:03 with pseudo-sequence HLA-A26:03. The binding affinity (normalized) is 0.0847. (3) The peptide sequence is NRAKQVIKL. The MHC is Mamu-B08 with pseudo-sequence Mamu-B08. The binding affinity (normalized) is 0.479. (4) The peptide sequence is HPGFTVIALF. The MHC is HLA-B35:01 with pseudo-sequence HLA-B35:01. The binding affinity (normalized) is 0.573. (5) The peptide sequence is RPRLHSISF. The MHC is HLA-A11:01 with pseudo-sequence HLA-A11:01. The binding affinity (normalized) is 0.0847. (6) The peptide sequence is RYKSRCYIF. The MHC is HLA-A24:02 with pseudo-sequence HLA-A24:02. The binding affinity (normalized) is 0.723. (7) The peptide sequence is LFKNLATSIY. The MHC is HLA-A31:01 with pseudo-sequence HLA-A31:01. The binding affinity (normalized) is 0.0277. (8) The peptide sequence is YQYPRDTHY. The MHC is HLA-B46:01 with pseudo-sequence HLA-B46:01. The binding affinity (normalized) is 0.0847. (9) The peptide sequence is SGPLTFPTD. The MHC is H-2-Dd with pseudo-sequence H-2-Dd. The binding affinity (normalized) is 0.